From a dataset of Forward reaction prediction with 1.9M reactions from USPTO patents (1976-2016). Predict the product of the given reaction. (1) The product is: [C:37]([C:35]1[CH:36]=[C:32]([NH:31][C:30]([NH:8][CH2:7][C:6]2[CH:9]=[C:2]([F:1])[CH:3]=[CH:4][C:5]=2[O:10][C:11]2[CH:25]=[CH:24][C:14]3[C:15]([CH2:18][N:19]4[CH2:20][CH2:21][CH2:22][CH2:23]4)=[N:16][O:17][C:13]=3[CH:12]=2)=[O:29])[N:33]([CH3:41])[N:34]=1)([CH3:40])([CH3:38])[CH3:39]. Given the reactants [F:1][C:2]1[CH:3]=[CH:4][C:5]([O:10][C:11]2[CH:25]=[CH:24][C:14]3[C:15]([CH2:18][N:19]4[CH2:23][CH2:22][CH2:21][CH2:20]4)=[N:16][O:17][C:13]=3[CH:12]=2)=[C:6]([CH:9]=1)[CH2:7][NH2:8].FC(F)(F)C[O:29][C:30](=O)[NH:31][C:32]1[N:33]([CH3:41])[N:34]=[C:35]([C:37]([CH3:40])([CH3:39])[CH3:38])[CH:36]=1.C(N(C(C)C)CC)(C)C, predict the reaction product. (2) Given the reactants C(OC([N:8]1[CH2:17][CH2:16][C:15]2[C:11](=[C:12](OS(C(F)(F)F)(=O)=O)[N:13]([C:18]([CH3:21])([CH3:20])[CH3:19])[N:14]=2)[CH2:10][CH2:9]1)=O)(C)(C)C.[S:30]1[CH:34]=[CH:33][CH:32]=[C:31]1B(O)O, predict the reaction product. The product is: [C:18]([N:13]1[C:12]([C:31]2[S:30][CH:34]=[CH:33][CH:32]=2)=[C:11]2[C:15]([CH2:16][CH2:17][NH:8][CH2:9][CH2:10]2)=[N:14]1)([CH3:19])([CH3:20])[CH3:21]. (3) Given the reactants C(O[C:4](=[O:9])[CH2:5][C:6](=O)[CH3:7])C.[C:10]1([NH:16][C:17]([NH:19][C:20]([NH2:22])=[NH:21])=[NH:18])[CH:15]=[CH:14][CH:13]=[CH:12][CH:11]=1, predict the reaction product. The product is: [CH3:7][C:6]1[N:21]=[C:20]([NH:19][C:17]([NH:16][C:10]2[CH:15]=[CH:14][CH:13]=[CH:12][CH:11]=2)=[NH:18])[NH:22][C:4](=[O:9])[CH:5]=1.